From a dataset of Catalyst prediction with 721,799 reactions and 888 catalyst types from USPTO. Predict which catalyst facilitates the given reaction. (1) Reactant: [Cl:1][C:2]1[CH:18]=[CH:17][C:5]2[N:6]([C:10]([O:12][C:13]([CH3:16])([CH3:15])[CH3:14])=[O:11])[C:7](=[O:9])[NH:8][C:4]=2[CH:3]=1.Br[CH2:20][C:21]([O:23][C:24]([CH3:27])([CH3:26])[CH3:25])=[O:22].C(=O)([O-])[O-].[Cs+].[Cs+]. Product: [C:24]([O:23][C:21]([CH2:20][N:8]1[C:4]2[CH:3]=[C:2]([Cl:1])[CH:18]=[CH:17][C:5]=2[N:6]([C:10]([O:12][C:13]([CH3:14])([CH3:15])[CH3:16])=[O:11])[C:7]1=[O:9])=[O:22])([CH3:27])([CH3:26])[CH3:25]. The catalyst class is: 10. (2) Reactant: [Br:1][C:2]1[CH:7]=[CH:6][C:5](Br)=[CH:4][C:3]=1[C:9]([F:12])([F:11])[F:10].[CH3:13][C:14]1[CH:19]=[CH:18][C:17](B(O)O)=[CH:16][CH:15]=1.C(=O)([O-])[O-].[K+].[K+]. Product: [Br:1][C:2]1[CH:7]=[CH:6][C:5]([C:17]2[CH:18]=[CH:19][C:14]([CH3:13])=[CH:15][CH:16]=2)=[CH:4][C:3]=1[C:9]([F:12])([F:11])[F:10]. The catalyst class is: 206. (3) Reactant: [CH3:1][O:2][C:3](=[O:26])[C:4]1[CH:9]=[CH:8][CH:7]=[C:6]([NH:10][C:11]([C:13]2[CH:18]=[CH:17][C:16]([C:19]3[CH:24]=[CH:23][CH:22]=[CH:21][CH:20]=3)=[CH:15][CH:14]=2)=O)[C:5]=1[NH2:25]. Product: [CH3:1][O:2][C:3]([C:4]1[C:5]2[N:25]=[C:11]([C:13]3[CH:18]=[CH:17][C:16]([C:19]4[CH:24]=[CH:23][CH:22]=[CH:21][CH:20]=4)=[CH:15][CH:14]=3)[NH:10][C:6]=2[CH:7]=[CH:8][CH:9]=1)=[O:26]. The catalyst class is: 15. (4) Reactant: [NH2:1][C:2]1[C:3]([C:22]#[N:23])=[N:4][C:5]([C:14]2[CH:15]=[N:16][C:17]([O:20]C)=[CH:18][CH:19]=2)=[C:6]([C:8]2[CH:13]=[CH:12][CH:11]=[CH:10][CH:9]=2)[N:7]=1.Cl.[OH2:25].[OH-].[Na+]. Product: [NH2:1][C:2]1[C:3]([C:22]([NH2:23])=[O:25])=[N:4][C:5]([C:14]2[CH:19]=[CH:18][C:17](=[O:20])[NH:16][CH:15]=2)=[C:6]([C:8]2[CH:13]=[CH:12][CH:11]=[CH:10][CH:9]=2)[N:7]=1. The catalyst class is: 12.